Dataset: Peptide-MHC class II binding affinity with 134,281 pairs from IEDB. Task: Regression. Given a peptide amino acid sequence and an MHC pseudo amino acid sequence, predict their binding affinity value. This is MHC class II binding data. (1) The peptide sequence is GPTATFEAMYLGTCQ. The MHC is HLA-DQA10201-DQB10202 with pseudo-sequence HLA-DQA10201-DQB10202. The binding affinity (normalized) is 0.257. (2) The peptide sequence is GGSVIRISSANPEDL. The MHC is DRB3_0202 with pseudo-sequence DRB3_0202. The binding affinity (normalized) is 0.406.